Dataset: Reaction yield outcomes from USPTO patents with 853,638 reactions. Task: Predict the reaction yield, written as a fraction of the theoretical maximum amount of product (1.0 means a 100% yield; for example, 0.34 means a 34% yield). (1) The reactants are [N:1]1[CH:6]=[CH:5][CH:4]=[C:3]([NH:7][C:8](=[O:15])OCC(Cl)(Cl)Cl)[N:2]=1.[C:16]1([C:28]2[CH:33]=[CH:32][CH:31]=[CH:30][CH:29]=2)[CH:21]=[CH:20][CH:19]=[C:18]([N:22]2[CH2:27][CH2:26][NH:25][CH2:24][CH2:23]2)[CH:17]=1.C(N(C(C)C)CC)(C)C.O. The catalyst is CS(C)=O. The product is [C:16]1([C:28]2[CH:29]=[CH:30][CH:31]=[CH:32][CH:33]=2)[CH:21]=[CH:20][CH:19]=[C:18]([N:22]2[CH2:23][CH2:24][N:25]([C:8]([NH:7][C:3]3[N:2]=[N:1][CH:6]=[CH:5][CH:4]=3)=[O:15])[CH2:26][CH2:27]2)[CH:17]=1. The yield is 0.200. (2) The reactants are [CH3:1][O:2][CH:3]([O:6][CH3:7])[CH2:4]Br.[Cl:8][C:9]1[CH:28]=[CH:27][C:12]([NH:13][C:14]2[C:23]3[C:18](=[CH:19][C:20]([OH:26])=[C:21]([O:24][CH3:25])[CH:22]=3)[N:17]=[CH:16][N:15]=2)=[C:11]([F:29])[CH:10]=1.C(=O)([O-])[O-].[K+].[K+]. The catalyst is CN(C=O)C. The product is [Cl:8][C:9]1[CH:28]=[CH:27][C:12]([NH:13][C:14]2[C:23]3[C:18](=[CH:19][C:20]([O:26][CH2:4][CH:3]([O:6][CH3:7])[O:2][CH3:1])=[C:21]([O:24][CH3:25])[CH:22]=3)[N:17]=[CH:16][N:15]=2)=[C:11]([F:29])[CH:10]=1. The yield is 0.350.